This data is from Reaction yield outcomes from USPTO patents with 853,638 reactions. The task is: Predict the reaction yield, written as a fraction of the theoretical maximum amount of product (1.0 means a 100% yield; for example, 0.34 means a 34% yield). (1) The yield is 0.150. The reactants are Cl.[CH2:2]([N:4]([C:12]1[N:17]=[CH:16][N:15]=[C:14]2[N:18]([C:21]3[CH:26]=[CH:25][C:24]([S:27]([CH3:30])(=[O:29])=[O:28])=[CH:23][C:22]=3[F:31])[N:19]=[CH:20][C:13]=12)[CH2:5][CH:6]1[CH2:11][CH2:10][NH:9][CH2:8][CH2:7]1)[CH3:3].Br[C:33]1[CH:38]=[CH:37][CH:36]=[CH:35][N:34]=1.C(N(CC)CC)C. The product is [CH2:2]([N:4]([C:12]1[N:17]=[CH:16][N:15]=[C:14]2[N:18]([C:21]3[CH:26]=[CH:25][C:24]([S:27]([CH3:30])(=[O:29])=[O:28])=[CH:23][C:22]=3[F:31])[N:19]=[CH:20][C:13]=12)[CH2:5][CH:6]1[CH2:7][CH2:8][N:9]([C:33]2[CH:38]=[CH:37][CH:36]=[CH:35][N:34]=2)[CH2:10][CH2:11]1)[CH3:3]. The catalyst is CN(C=O)C. (2) The reactants are [CH2:1]([NH:3][C:4](=[O:28])[NH:5][C:6]1[N:11]=[CH:10][C:9](B(O)O)=[C:8]([C:15]2[S:16][CH:17]=[C:18]([C:20]3[CH:25]=[CH:24][CH:23]=[C:22]([O:26][CH3:27])[N:21]=3)[N:19]=2)[CH:7]=1)[CH3:2].Br[C:30]1[CH:31]=[C:32]([C:36]2[O:37][C:38]([CH3:41])=[N:39][N:40]=2)[CH:33]=[N:34][CH:35]=1.C1(P(C2CCCCC2)C2C=CC=CC=2C2C(C(C)C)=CC(C(C)C)=CC=2C(C)C)CCCCC1.C([O-])([O-])=O.[Cs+].[Cs+]. The catalyst is C(OCC)(=O)C.C1C=CC(/C=C/C(/C=C/C2C=CC=CC=2)=O)=CC=1.C1C=CC(/C=C/C(/C=C/C2C=CC=CC=2)=O)=CC=1.C1C=CC(/C=C/C(/C=C/C2C=CC=CC=2)=O)=CC=1.[Pd].[Pd].O.O1CCOCC1. The product is [CH2:1]([NH:3][C:4]([NH:5][C:6]1[N:11]=[CH:10][C:9]([C:30]2[CH:35]=[N:34][CH:33]=[C:32]([C:36]3[O:37][C:38]([CH3:41])=[N:39][N:40]=3)[CH:31]=2)=[C:8]([C:15]2[S:16][CH:17]=[C:18]([C:20]3[CH:25]=[CH:24][CH:23]=[C:22]([O:26][CH3:27])[N:21]=3)[N:19]=2)[CH:7]=1)=[O:28])[CH3:2]. The yield is 0.254. (3) The reactants are [CH2:1](C1C2C(=CC=CC=2)NC=1)[C:2]1[C:10]2[C:5](=[CH:6][CH:7]=[CH:8][CH:9]=2)[NH:4][CH:3]=1.C(O[CH2:28][CH3:29])(OCC)OCC. The catalyst is CO. The product is [CH:7]1[CH:8]=[CH:9][CH:10]=[C:5]2[N:4]=[C:3]3[CH:1]=[C:2]4[C:3](=[N:4][C:5]5[C:10]4=[CH:9][CH:8]=[CH:7][CH:6]=5)[CH:29]=[C:28]3[C:6]=12. The yield is 0.699. (4) The reactants are C[O:2][C:3](=[O:24])[C:4]1[CH:9]=[CH:8][N:7]=[C:6]([O:10][CH2:11][C:12]2[C:13]([C:18]3[CH:23]=[CH:22][CH:21]=[CH:20][CH:19]=3)=[N:14][O:15][C:16]=2[CH3:17])[CH:5]=1.O.[OH-].[Li+].Cl. The catalyst is C1COCC1.O.CO. The product is [CH3:17][C:16]1[O:15][N:14]=[C:13]([C:18]2[CH:19]=[CH:20][CH:21]=[CH:22][CH:23]=2)[C:12]=1[CH2:11][O:10][C:6]1[CH:5]=[C:4]([CH:9]=[CH:8][N:7]=1)[C:3]([OH:24])=[O:2]. The yield is 0.880. (5) The reactants are [C:1]1([C:7]2[S:8][CH:9]=[C:10]([CH2:12][OH:13])[N:11]=2)[CH:6]=[CH:5][CH:4]=[CH:3][CH:2]=1. The catalyst is C(Cl)Cl.[O-2].[Mn+4].[O-2]. The product is [C:1]1([C:7]2[S:8][CH:9]=[C:10]([CH:12]=[O:13])[N:11]=2)[CH:2]=[CH:3][CH:4]=[CH:5][CH:6]=1. The yield is 0.600. (6) The reactants are Cl[C:2]([O:4][CH2:5][C:6]1[CH:11]=[CH:10][CH:9]=[CH:8][CH:7]=1)=[O:3].[NH2:12][C:13]1[CH:14]=[N:15][CH:16]=[CH:17][C:18]=1[Cl:19].N1C=CC=CC=1. The catalyst is C1COCC1. The product is [Cl:19][C:18]1[CH:17]=[CH:16][N:15]=[CH:14][C:13]=1[NH:12][C:2](=[O:3])[O:4][CH2:5][C:6]1[CH:11]=[CH:10][CH:9]=[CH:8][CH:7]=1. The yield is 0.340. (7) The reactants are [C:1]([O:5][CH2:6][CH2:7][CH2:8][CH2:9][CH2:10][CH2:11][Mg]Cl)([CH3:4])([CH3:3])[CH3:2].[Cl:14][C:15]([SiH3:18])(Cl)[Cl:16]. No catalyst specified. The product is [C:1]([O:5][CH2:6][CH2:7][CH2:8][CH2:9][CH2:10][CH2:11][SiH2:18][CH:15]([Cl:16])[Cl:14])([CH3:4])([CH3:3])[CH3:2]. The yield is 0.780. (8) The reactants are [CH2:1]([C:8]1[C:9](Cl)=[N:10][C:11]2[C:16]([CH:17]=1)=[CH:15][C:14]([N+:18]([O-:20])=[O:19])=[CH:13][CH:12]=2)[C:2]1[CH:7]=[CH:6][CH:5]=[CH:4][CH:3]=1.[F:22][C:23]1[CH:24]=[CH:25][C:26]([OH:32])=[C:27]([C:29](=[O:31])[CH3:30])[CH:28]=1.C(=O)([O-])[O-].[K+].[K+]. The catalyst is CS(C)=O. The product is [CH2:1]([C:8]1[C:9]([O:32][C:26]2[CH:25]=[CH:24][C:23]([F:22])=[CH:28][C:27]=2[C:29](=[O:31])[CH3:30])=[N:10][C:11]2[C:16]([CH:17]=1)=[CH:15][C:14]([N+:18]([O-:20])=[O:19])=[CH:13][CH:12]=2)[C:2]1[CH:7]=[CH:6][CH:5]=[CH:4][CH:3]=1. The yield is 0.250. (9) The reactants are [N+:1]([C:4]1[CH:9]=[CH:8][CH:7]=[CH:6][C:5]=1[C:10](=O)[CH3:11])([O-:3])=[O:2].O.[NH2:14][NH2:15].O. The catalyst is C(O)C. The product is [N+:1]([C:4]1[CH:9]=[CH:8][CH:7]=[CH:6][C:5]=1[C:10](=[N:14][NH2:15])[CH3:11])([O-:3])=[O:2]. The yield is 0.450.